This data is from Full USPTO retrosynthesis dataset with 1.9M reactions from patents (1976-2016). The task is: Predict the reactants needed to synthesize the given product. (1) The reactants are: [CH3:1][O:2][CH2:3][C:4]1[CH:9]=[C:8]([C:10]2[O:14][N:13]=[C:12]([C:15]3[CH:16]=[C:17]([CH:23]=[CH:24][CH:25]=3)[CH2:18][NH:19][CH:20]([CH3:22])[CH3:21])[N:11]=2)[CH:7]=[CH:6][C:5]=1[C:26]1[CH:31]=[CH:30][CH:29]=[CH:28][C:27]=1[CH3:32].C([O-])([O-])=O.[K+].[K+].Br[CH2:40][C:41]([O:43][C:44]([CH3:47])([CH3:46])[CH3:45])=[O:42]. Given the product [CH:20]([N:19]([CH2:18][C:17]1[CH:23]=[CH:24][CH:25]=[C:15]([C:12]2[N:11]=[C:10]([C:8]3[CH:7]=[CH:6][C:5]([C:26]4[CH:31]=[CH:30][CH:29]=[CH:28][C:27]=4[CH3:32])=[C:4]([CH2:3][O:2][CH3:1])[CH:9]=3)[O:14][N:13]=2)[CH:16]=1)[CH2:40][C:41]([O:43][C:44]([CH3:47])([CH3:46])[CH3:45])=[O:42])([CH3:22])[CH3:21], predict the reactants needed to synthesize it. (2) The reactants are: [N:1]1[CH:6]=[CH:5][CH:4]=[CH:3][C:2]=1[O:7][CH2:8][C:9]1[CH:41]=[CH:40][C:12]([CH2:13][C:14]2[CH:18]=[C:17]([C:19]3[C:20]([N:25](C(OC(C)(C)C)=O)C(OC(C)(C)C)=O)=[N:21][CH:22]=[CH:23][CH:24]=3)[O:16][N:15]=2)=[CH:11][CH:10]=1.FC(F)(F)C(O)=O.C(=O)(O)[O-].[Na+]. Given the product [N:1]1[CH:6]=[CH:5][CH:4]=[CH:3][C:2]=1[O:7][CH2:8][C:9]1[CH:41]=[CH:40][C:12]([CH2:13][C:14]2[CH:18]=[C:17]([C:19]3[C:20]([NH2:25])=[N:21][CH:22]=[CH:23][CH:24]=3)[O:16][N:15]=2)=[CH:11][CH:10]=1, predict the reactants needed to synthesize it. (3) Given the product [CH3:31][S:32]([CH:35]1[CH2:39][CH2:38][N:37]([C:19]2[CH:20]=[CH:21][C:9]3[C:8](=[O:30])[C:7]4[C:6]5[C:14](=[CH:15][C:3]([C:1]#[N:2])=[CH:4][CH:5]=5)[NH:13][C:12]=4[C:11]([CH3:17])([CH3:16])[C:10]=3[CH:18]=2)[CH2:36]1)(=[O:34])=[O:33], predict the reactants needed to synthesize it. The reactants are: [C:1]([C:3]1[CH:15]=[C:14]2[C:6]([C:7]3[C:8](=[O:30])[C:9]4[CH:21]=[CH:20][C:19](OS(C(F)(F)F)(=O)=O)=[CH:18][C:10]=4[C:11]([CH3:17])([CH3:16])[C:12]=3[NH:13]2)=[CH:5][CH:4]=1)#[N:2].[CH3:31][S:32]([CH:35]1[CH2:39][CH2:38][NH:37][CH2:36]1)(=[O:34])=[O:33]. (4) Given the product [C:21]([O:34][CH2:39][CH:37]([CH2:36][OH:35])[OH:38])(=[O:33])[CH2:22][CH2:23][CH2:24][CH2:25][CH2:26][CH2:27][CH2:28][CH2:29][C:30]([O-:32])=[O:31].[C:1]([O-:20])(=[O:19])[CH2:2][CH2:3][CH2:4][CH2:5][CH2:6][CH2:7][CH2:8][CH2:9][CH2:10][CH2:11][CH2:12][CH2:13][CH2:14][CH2:15][CH:16]([CH3:17])[CH3:18], predict the reactants needed to synthesize it. The reactants are: [C:1]([OH:20])(=[O:19])[CH2:2][CH2:3][CH2:4][CH2:5][CH2:6][CH2:7][CH2:8][CH2:9][CH2:10][CH2:11][CH2:12][CH2:13][CH2:14][CH2:15][CH:16]([CH3:18])[CH3:17].[C:21]([OH:34])(=[O:33])[CH2:22][CH2:23][CH2:24][CH2:25][CH2:26][CH2:27][CH2:28][CH2:29][C:30]([OH:32])=[O:31].[OH:35][CH2:36][CH:37]([CH2:39]O)[OH:38]. (5) The reactants are: [CH3:1][C:2]([C:6]1[CH:10]=[C:9]([NH:11][C:12](=[O:20])OC2C=CC=CC=2)[N:8]([C:21]2[CH:26]=[CH:25][C:24]([CH3:27])=[CH:23][CH:22]=2)[N:7]=1)([C:4]#[CH:5])[CH3:3].[Cl:28][C:29]1[C:35]([Cl:36])=[C:34]([O:37][C:38]2[CH:43]=[CH:42][N:41]=[C:40]([Cl:44])[N:39]=2)[CH:33]=[CH:32][C:30]=1[NH2:31].CCN(CC)CC. Given the product [Cl:28][C:29]1[C:35]([Cl:36])=[C:34]([O:37][C:38]2[CH:43]=[CH:42][N:41]=[C:40]([Cl:44])[N:39]=2)[CH:33]=[CH:32][C:30]=1[NH:31][C:12]([NH:11][C:9]1[N:8]([C:21]2[CH:26]=[CH:25][C:24]([CH3:27])=[CH:23][CH:22]=2)[N:7]=[C:6]([C:2]([CH3:1])([C:4]#[CH:5])[CH3:3])[CH:10]=1)=[O:20], predict the reactants needed to synthesize it.